From a dataset of Reaction yield outcomes from USPTO patents with 853,638 reactions. Predict the reaction yield, written as a fraction of the theoretical maximum amount of product (1.0 means a 100% yield; for example, 0.34 means a 34% yield). (1) The reactants are [F:1][CH:2]1[C:6](=O)[N:5]([C@@H:8]([C:10]2[CH:15]=[CH:14][CH:13]=[CH:12][CH:11]=2)[CH3:9])[CH2:4][C@@:3]1([CH3:23])[C:16]([O:18][C:19]([CH3:22])([CH3:21])[CH3:20])=[O:17].B. The catalyst is O1CCCC1. The product is [F:1][CH:2]1[CH2:6][N:5]([C@@H:8]([C:10]2[CH:11]=[CH:12][CH:13]=[CH:14][CH:15]=2)[CH3:9])[CH2:4][C@@:3]1([CH3:23])[C:16]([O:18][C:19]([CH3:22])([CH3:21])[CH3:20])=[O:17]. The yield is 0.990. (2) The reactants are [NH2:1][C:2]1[CH:10]=[C:9]([Br:11])[C:8]([F:12])=[CH:7][C:3]=1[C:4]([OH:6])=[O:5].[N:13]([O-])=O.[Na+].O.O.[Sn](Cl)[Cl:20]. The catalyst is Cl.O. The product is [ClH:20].[Br:11][C:9]1[C:8]([F:12])=[CH:7][C:3]([C:4]([OH:6])=[O:5])=[C:2]([NH:1][NH2:13])[CH:10]=1. The yield is 0.440.